Dataset: Catalyst prediction with 721,799 reactions and 888 catalyst types from USPTO. Task: Predict which catalyst facilitates the given reaction. (1) Product: [C:21]([C:25]1[O:29][N:28]=[C:27]([NH:30][C:18]([C:11]2[C:12]3[CH2:13][C@H:14]4[CH2:17][C@H:15]4[C:16]=3[N:9]([C:3]3[CH:4]=[CH:5][C:6]([F:8])=[CH:7][C:2]=3[F:1])[N:10]=2)=[O:19])[CH:26]=1)([CH3:24])([CH3:23])[CH3:22]. Reactant: [F:1][C:2]1[CH:7]=[C:6]([F:8])[CH:5]=[CH:4][C:3]=1[N:9]1[C:16]2[C@@H:15]3[CH2:17][C@@H:14]3[CH2:13][C:12]=2[C:11]([C:18](Cl)=[O:19])=[N:10]1.[C:21]([C:25]1[O:29][N:28]=[C:27]([NH2:30])[CH:26]=1)([CH3:24])([CH3:23])[CH3:22].C(N(CC)CC)C. The catalyst class is: 166. (2) Reactant: [Cl:1][C:2]1[CH:7]=[CH:6][C:5]([C:8](=O)[C:9]([C:14]2[C:19]([F:20])=[CH:18][CH:17]=[CH:16][C:15]=2[F:21])=[CH:10][N:11](C)C)=[CH:4][CH:3]=1.Cl.[NH2:24]N. Product: [Cl:1][C:2]1[CH:7]=[CH:6][C:5]([C:8]2[C:9]([C:14]3[C:19]([F:20])=[CH:18][CH:17]=[CH:16][C:15]=3[F:21])=[CH:10][NH:11][N:24]=2)=[CH:4][CH:3]=1. The catalyst class is: 8.